This data is from Full USPTO retrosynthesis dataset with 1.9M reactions from patents (1976-2016). The task is: Predict the reactants needed to synthesize the given product. (1) The reactants are: [Cl:1][C:2]1[CH:3]=[C:4]([C:9]2([C:28]([F:31])([F:30])[F:29])[O:13][N:12]=[C:11]([C:14]3[CH:19]=[CH:18][C:17](/[CH:20]=[N:21]/[O:22][CH2:23][C:24](O)=[O:25])=[C:16]([CH3:27])[CH:15]=3)[CH2:10]2)[CH:5]=[C:6]([Cl:8])[CH:7]=1.Cl.CN(C)CCCN=C=NCC.[F:44][C:45]([F:49])([F:48])[CH2:46][NH2:47]. Given the product [Cl:1][C:2]1[CH:3]=[C:4]([C:9]2([C:28]([F:31])([F:29])[F:30])[O:13][N:12]=[C:11]([C:14]3[CH:19]=[CH:18][C:17](/[CH:20]=[N:21]/[O:22][CH2:23][C:24]([NH:47][CH2:46][C:45]([F:49])([F:48])[F:44])=[O:25])=[C:16]([CH3:27])[CH:15]=3)[CH2:10]2)[CH:5]=[C:6]([Cl:8])[CH:7]=1, predict the reactants needed to synthesize it. (2) The reactants are: NC1C=CC(N(CCC2C=CC=CN=2)C(=O)OC(C)(C)C)=CC=1.C([C:27]1[CH:32]=[CH:31][C:30]([C:33]2[C:34](C(O)=O)=[CH:35][CH:36]=[CH:37][CH:38]=2)=[CH:29][CH:28]=1)(=O)C.C1C=CC2N(O)N=NC=2C=1.CCN=C=NCCCN(C)C.Cl. Given the product [C:30]1([C:33]2[CH:38]=[CH:37][CH:36]=[CH:35][CH:34]=2)[CH:31]=[CH:32][CH:27]=[CH:28][CH:29]=1, predict the reactants needed to synthesize it. (3) Given the product [N:13]1([CH2:22][C:23]([NH:11][C:8]2[CH:9]=[CH:10][C:4]3[S:3][C:2]([CH3:1])=[N:6][C:5]=3[CH:7]=2)=[O:25])[C:17]2[CH:18]=[CH:19][CH:20]=[CH:21][C:16]=2[N:15]=[CH:14]1, predict the reactants needed to synthesize it. The reactants are: [CH3:1][C:2]1[S:3][C:4]2[CH:10]=[CH:9][C:8]([NH2:11])=[CH:7][C:5]=2[N:6]=1.[Br-].[NH:13]1[C:17]2[CH:18]=[CH:19][CH:20]=[CH:21][C:16]=2[N:15]=[CH:14]1.[CH3:22][C:23](C)([O-:25])C.[K+]. (4) The reactants are: F[C:2]1[CH:3]=[C:4]([CH:9]=[CH:10][C:11]=1[N+:12]([O-:14])=[O:13])[C:5]([O:7][CH3:8])=[O:6].C(N(CC)CC)C.[CH3:22][CH:23]([CH3:26])[CH2:24][NH2:25].CC(N(C)C)=O. Given the product [CH2:24]([NH:25][C:2]1[CH:3]=[C:4]([CH:9]=[CH:10][C:11]=1[N+:12]([O-:14])=[O:13])[C:5]([O:7][CH3:8])=[O:6])[CH:23]([CH3:26])[CH3:22], predict the reactants needed to synthesize it. (5) The reactants are: [F:1][C@H:2]1[C@@H:7]([NH:8][C:9](=[O:18])[O:10][CH2:11][C:12]2[CH:17]=[CH:16][CH:15]=[CH:14][CH:13]=2)[CH2:6][CH2:5][N:4]([C:19]2[CH:24]=[CH:23][C:22]([F:25])=[CH:21][C:20]=2[N+:26]([O-])=O)[CH2:3]1.O.CO.Cl. Given the product [NH2:26][C:20]1[CH:21]=[C:22]([F:25])[CH:23]=[CH:24][C:19]=1[N:4]1[CH2:5][CH2:6][C@H:7]([NH:8][C:9](=[O:18])[O:10][CH2:11][C:12]2[CH:13]=[CH:14][CH:15]=[CH:16][CH:17]=2)[C@H:2]([F:1])[CH2:3]1, predict the reactants needed to synthesize it. (6) The reactants are: [C:1]([O:5][C:6](=[O:47])[CH2:7][C@H:8]([OH:46])[CH2:9][C@H:10]([OH:45])/[CH:11]=[CH:12]\[C:13]1[N:14]([CH:42]([CH3:44])[CH3:43])[C:15]([C:31](=[O:41])[NH:32][CH2:33][C:34]2[CH:38]=[C:37]([CH3:39])[N:36]([CH3:40])[N:35]=2)=[C:16]([C:25]2[CH:30]=[CH:29][CH:28]=[CH:27][CH:26]=2)[C:17]=1[C:18]1[CH:23]=[CH:22][C:21]([F:24])=[CH:20][CH:19]=1)([CH3:4])([CH3:3])[CH3:2]. Given the product [C:1]([O:5][C:6](=[O:47])[CH2:7][C@H:8]([OH:46])[CH2:9][C@H:10]([OH:45])[CH2:11][CH2:12][C:13]1[N:14]([CH:42]([CH3:43])[CH3:44])[C:15]([C:31](=[O:41])[NH:32][CH2:33][C:34]2[CH:38]=[C:37]([CH3:39])[N:36]([CH3:40])[N:35]=2)=[C:16]([C:25]2[CH:26]=[CH:27][CH:28]=[CH:29][CH:30]=2)[C:17]=1[C:18]1[CH:23]=[CH:22][C:21]([F:24])=[CH:20][CH:19]=1)([CH3:2])([CH3:4])[CH3:3], predict the reactants needed to synthesize it. (7) Given the product [C:14]([NH:13][C:11]([C:10]1[C:4]2[C:5](=[N:6][CH:7]=[C:2]([NH:33][C:30]3[CH:29]=[N:28][C:27]([CH3:26])=[CH:32][N:31]=3)[N:3]=2)[N:8]([CH2:18][O:19][CH2:20][CH2:21][Si:22]([CH3:25])([CH3:24])[CH3:23])[CH:9]=1)=[O:12])([CH3:17])([CH3:16])[CH3:15], predict the reactants needed to synthesize it. The reactants are: Br[C:2]1[N:3]=[C:4]2[C:10]([C:11]([NH:13][C:14]([CH3:17])([CH3:16])[CH3:15])=[O:12])=[CH:9][N:8]([CH2:18][O:19][CH2:20][CH2:21][Si:22]([CH3:25])([CH3:24])[CH3:23])[C:5]2=[N:6][CH:7]=1.[CH3:26][C:27]1[N:28]=[CH:29][C:30]([NH2:33])=[N:31][CH:32]=1.C1C=CC(P(C2C(C3C(P(C4C=CC=CC=4)C4C=CC=CC=4)=CC=C4C=3C=CC=C4)=C3C(C=CC=C3)=CC=2)C2C=CC=CC=2)=CC=1.CC(C)([O-])C.[Na+]. (8) Given the product [Cl:10][C:11]1[CH:33]=[CH:32][C:14]([CH2:15][NH:16][C:17]([C:19]2[C:20](=[O:31])[C:21]3[CH:28]=[C:27]([CH2:29][N:35]([CH2:36][CH:37]([OH:38])[C:39]4[S:40][CH:41]=[CH:42][CH:43]=4)[CH3:34])[O:26][C:22]=3[N:23]([CH3:25])[CH:24]=2)=[O:18])=[CH:13][CH:12]=1, predict the reactants needed to synthesize it. The reactants are: C(N(CC)C(C)C)(C)C.[Cl:10][C:11]1[CH:33]=[CH:32][C:14]([CH2:15][NH:16][C:17]([C:19]2[C:20](=[O:31])[C:21]3[CH:28]=[C:27]([CH2:29]Cl)[O:26][C:22]=3[N:23]([CH3:25])[CH:24]=2)=[O:18])=[CH:13][CH:12]=1.[CH3:34][NH:35][CH2:36][CH:37]([C:39]1[S:40][CH:41]=[CH:42][CH:43]=1)[OH:38].O. (9) Given the product [Cl:14][C:8]1[CH:9]=[CH:10][CH:11]=[C:12]([Cl:13])[C:7]=1[C:6]([NH:5][C@H:4]([C:3]([OH:32])=[O:2])[CH2:16][C:17]1[CH:22]=[CH:21][C:20]([C:23]2[CH:28]=[CH:27][CH:26]=[CH:25][C:24]=2[S:29]([CH3:31])=[O:30])=[CH:19][CH:18]=1)=[O:15], predict the reactants needed to synthesize it. The reactants are: C[O:2][C:3](=[O:32])[C@H:4]([CH2:16][C:17]1[CH:22]=[CH:21][C:20]([C:23]2[CH:28]=[CH:27][CH:26]=[CH:25][C:24]=2[S:29]([CH3:31])=[O:30])=[CH:19][CH:18]=1)[NH:5][C:6](=[O:15])[C:7]1[C:12]([Cl:13])=[CH:11][CH:10]=[CH:9][C:8]=1[Cl:14].[Li+].[OH-]. (10) Given the product [C:1]([C:5]1[N:6]=[C:7]([N:16]2[CH2:20][CH2:19][C:18]([F:21])([F:22])[CH2:17]2)[C:8]2[C:9](=[N:11][N:12]([CH2:14][CH:15]3[CH2:49][CH2:50][CH2:45][CH2:46][CH2:47]3)[N:13]=2)[N:10]=1)([CH3:2])([CH3:3])[CH3:4], predict the reactants needed to synthesize it. The reactants are: [C:1]([C:5]1[N:6]=[C:7]([N:16]2[CH2:20][CH2:19][C:18]([F:22])([F:21])[CH2:17]2)[C:8]2[C:9](=[N:11][N:12]([CH2:14][CH3:15])[N:13]=2)[N:10]=1)([CH3:4])([CH3:3])[CH3:2].C(C1N=C(N2CCC(F)(F)C2)C2N=NNC=2N=1)(C)(C)C.BrC[CH:45]1[CH2:50][CH2:49]C[CH2:47][CH2:46]1.